This data is from Forward reaction prediction with 1.9M reactions from USPTO patents (1976-2016). The task is: Predict the product of the given reaction. (1) Given the reactants [Li+].CC([N-]C(C)C)C.[CH2:9]([O:11][C:12](=[O:21])[CH:13]([C:15]1[CH:20]=[CH:19][CH:18]=[CH:17][CH:16]=1)[CH3:14])[CH3:10].Br[CH2:23][CH2:24][CH2:25][CH2:26][CH2:27][Br:28].[NH4+].[Cl-], predict the reaction product. The product is: [Br:28][CH2:27][CH2:26][CH2:25][CH2:24][CH2:23][C:13]([CH3:14])([C:15]1[CH:20]=[CH:19][CH:18]=[CH:17][CH:16]=1)[C:12]([O:11][CH2:9][CH3:10])=[O:21]. (2) Given the reactants CO[C:3]([C:5]1[NH:6][N:7]=[C:8]([O:10][CH2:11][C:12]2[C:13]([C:18]3[CH:23]=[CH:22][C:21]([F:24])=[CH:20][N:19]=3)=[N:14][O:15][C:16]=2[CH3:17])[CH:9]=1)=[O:4].[CH3:25][N:26]([CH3:28])[NH2:27], predict the reaction product. The product is: [CH3:25][N:26]([CH3:28])[NH:27][C:3]([C:5]1[NH:6][N:7]=[C:8]([O:10][CH2:11][C:12]2[C:13]([C:18]3[CH:23]=[CH:22][C:21]([F:24])=[CH:20][N:19]=3)=[N:14][O:15][C:16]=2[CH3:17])[CH:9]=1)=[O:4]. (3) Given the reactants Br[CH:2](Br)[C:3]1[CH:8]=[CH:7][C:6]([N:9]2[C:13]3[N:14]=[CH:15][NH:16][C:17](=[O:18])[C:12]=3[CH:11]=[N:10]2)=[CH:5][CH:4]=1.[O:20]1CCOCC1.C(=O)([O-])[O-].[Ca+2], predict the reaction product. The product is: [O:18]=[C:17]1[NH:16][CH:15]=[N:14][C:13]2[N:9]([C:6]3[CH:7]=[CH:8][C:3]([CH:2]=[O:20])=[CH:4][CH:5]=3)[N:10]=[CH:11][C:12]1=2. (4) Given the reactants Br[C:2]1[CH:3]=[C:4]([O:8][CH:9]([CH3:11])[CH3:10])[CH:5]=[N:6][CH:7]=1.[CH3:12][C@H:13]([OH:17])[CH2:14][CH:15]=[CH2:16].C(N(CC)CC)C, predict the reaction product. The product is: [CH:9]([O:8][C:4]1[CH:3]=[C:2](/[CH:16]=[CH:15]/[CH2:14][C@@H:13]([OH:17])[CH3:12])[CH:7]=[N:6][CH:5]=1)([CH3:11])[CH3:10]. (5) Given the reactants O1CCOCC1.Cl[C:8]1[C:17]2[C:12](=[CH:13][CH:14]=[C:15]([S:18]([NH2:21])(=[O:20])=[O:19])[CH:16]=2)[CH:11]=[N:10][CH:9]=1.[CH3:22][N:23]1[CH:27]=[C:26]([C:28]2[CH:33]=[CH:32][C:31](B3OC(C)(C)C(C)(C)O3)=[CH:30][CH:29]=2)[CH:25]=[N:24]1.C(=O)([O-])[O-].[Na+].[Na+], predict the reaction product. The product is: [CH3:22][N:23]1[CH:27]=[C:26]([C:28]2[CH:29]=[CH:30][C:31]([C:8]3[C:17]4[C:12](=[CH:13][CH:14]=[C:15]([S:18]([NH2:21])(=[O:20])=[O:19])[CH:16]=4)[CH:11]=[N:10][CH:9]=3)=[CH:32][CH:33]=2)[CH:25]=[N:24]1.